This data is from Reaction yield outcomes from USPTO patents with 853,638 reactions. The task is: Predict the reaction yield, written as a fraction of the theoretical maximum amount of product (1.0 means a 100% yield; for example, 0.34 means a 34% yield). (1) The reactants are [C:1]1([S:7]([CH2:10][C:11]([O:13][CH3:14])=[O:12])(=[O:9])=[O:8])[CH:6]=[CH:5][CH:4]=[CH:3][CH:2]=1.C[O-].[Na+].[C:18]1(=[O:23])[CH2:22][CH2:21][CH:20]=[CH:19]1. The catalyst is CO.[NH4+].[Cl-]. The product is [CH3:14][O:13][C:11](=[O:12])[CH:10]([S:7]([C:1]1[CH:2]=[CH:3][CH:4]=[CH:5][CH:6]=1)(=[O:9])=[O:8])[CH:20]1[CH2:21][CH2:22][C:18](=[O:23])[CH2:19]1. The yield is 0.770. (2) The reactants are CC(C)([O-:4])C.[K+].ON=[C:9]1[CH2:14][CH2:13][N:12]([C:15]([O:17][C:18]([CH3:21])([CH3:20])[CH3:19])=[O:16])[CH2:11][CH2:10]1.F[C:23]1[CH:28]=[CH:27]C=C[N:24]=1.CCO[C:32]([CH3:34])=[O:33]. The catalyst is CN(C=O)C.CCCC(C)C. The product is [O:4]=[C:9]1[CH2:14][CH2:13][N:12]([C:15]([O:17][C:18]([CH3:21])([CH3:20])[CH3:19])=[O:16])[CH2:11][CH:10]1[C:34]1[C:32](=[O:33])[NH:24][CH:23]=[CH:28][CH:27]=1. The yield is 0.230.